Dataset: Aqueous solubility values for 9,982 compounds from the AqSolDB database. Task: Regression/Classification. Given a drug SMILES string, predict its absorption, distribution, metabolism, or excretion properties. Task type varies by dataset: regression for continuous measurements (e.g., permeability, clearance, half-life) or binary classification for categorical outcomes (e.g., BBB penetration, CYP inhibition). For this dataset (solubility_aqsoldb), we predict Y. (1) The drug is CC(Cl)[N+](=O)[O-]. The Y is -1.44 log mol/L. (2) The Y is -7.32 log mol/L. The compound is Clc1cc(Cl)c(-c2c(Cl)cccc2Cl)c(Cl)c1. (3) The compound is CC(C)(OOC(C)(C)c1ccccc1)c1ccccc1. The Y is -5.77 log mol/L. (4) The drug is CCCC1CCC(c2ccc(-c3ccc(CC)cc3)cc2)CC1. The Y is -7.19 log mol/L. (5) The drug is CCCCOC(=O)CCOCC. The Y is -1.64 log mol/L. (6) The molecule is FC(Cl)(Cl)CCl. The Y is -3.04 log mol/L.